This data is from Reaction yield outcomes from USPTO patents with 853,638 reactions. The task is: Predict the reaction yield, written as a fraction of the theoretical maximum amount of product (1.0 means a 100% yield; for example, 0.34 means a 34% yield). (1) The reactants are Cl.[CH3:2][O:3][CH2:4][C:5](=[NH:7])[NH2:6].C[O-].[Na+].[C:11]([C:13]1[CH:18]=[CH:17][CH:16]=[CH:15][C:14]=1[C:19]1[CH:24]=[CH:23][C:22]([CH2:25][CH:26]([C:31](=O)[CH2:32][CH2:33][CH2:34][CH3:35])[C:27](OC)=[O:28])=[CH:21][CH:20]=1)#[N:12]. The catalyst is CO.O1CCOCC1. The product is [CH2:32]([C:31]1[N:7]=[C:5]([CH2:4][O:3][CH3:2])[NH:6][C:27](=[O:28])[C:26]=1[CH2:25][C:22]1[CH:21]=[CH:20][C:19]([C:14]2[C:13]([C:11]#[N:12])=[CH:18][CH:17]=[CH:16][CH:15]=2)=[CH:24][CH:23]=1)[CH2:33][CH2:34][CH3:35]. The yield is 0.710. (2) The reactants are [CH:1]([CH:3]1[CH2:6][N:5]([C:7]([O:9][C:10]([CH3:13])([CH3:12])[CH3:11])=[O:8])[CH2:4]1)=O.[N+](=[C:16](P(=O)(OC)OC)C(=O)C)=[N-].C(=O)([O-])[O-].[K+].[K+]. The catalyst is CO.CCOC(C)=O. The product is [C:1]([CH:3]1[CH2:6][N:5]([C:7]([O:9][C:10]([CH3:13])([CH3:12])[CH3:11])=[O:8])[CH2:4]1)#[CH:16]. The yield is 0.940. (3) The reactants are [O:1]1CCO[CH:2]1[C:6]1[C:7]([CH2:18][CH3:19])=[N:8][C:9]2[C:14]([CH:15]=1)=[CH:13][C:12]([O:16][CH3:17])=[CH:11][CH:10]=2.ClC1C(C2OCCO2)=CC2C(=CC=C(OC)C=2)N=1.Cl. The catalyst is C1COCC1. The product is [CH2:18]([C:7]1[C:6]([CH:2]=[O:1])=[CH:15][C:14]2[C:9](=[CH:10][CH:11]=[C:12]([O:16][CH3:17])[CH:13]=2)[N:8]=1)[CH3:19]. The yield is 0.810.